From a dataset of Buchwald-Hartwig C-N cross coupling reaction yields with 55,370 reactions. Predict the reaction yield, written as a fraction of the theoretical maximum amount of product (1.0 means a 100% yield; for example, 0.34 means a 34% yield). The reactants are Brc1cccnc1.Cc1ccc(N)cc1.O=S(=O)(O[Pd]1c2ccccc2-c2ccccc2N~1)C(F)(F)F.COc1ccc(OC)c(P([C@]23C[C@H]4C[C@H](C[C@H](C4)C2)C3)[C@]23C[C@H]4C[C@H](C[C@H](C4)C2)C3)c1-c1c(C(C)C)cc(C(C)C)cc1C(C)C.CN1CCCN2CCCN=C12.CCOC(=O)c1cnoc1. No catalyst specified. The product is Cc1ccc(Nc2cccnc2)cc1. The yield is 0.278.